This data is from Forward reaction prediction with 1.9M reactions from USPTO patents (1976-2016). The task is: Predict the product of the given reaction. (1) The product is: [CH3:1][CH:2]1[C:7](=[O:8])[CH:6]2[CH2:9][CH2:10][N:3]1[CH2:4][CH2:5]2. Given the reactants [CH2:1]=[C:2]1[C:7](=[O:8])[CH:6]2[CH2:9][CH2:10][N:3]1[CH2:4][CH2:5]2.C1COCC1, predict the reaction product. (2) The product is: [CH3:34][C:31]1([CH3:33])[C:30]([CH3:35])([CH3:36])[O:29][B:28]([C:14]2[CH:15]=[CH:16][C:17]3[O:29][CH2:30][CH:31]4[CH2:33][C:39]4([CH2:38][OH:41])[C:18]=3[CH:19]=2)[O:32]1. Given the reactants [CH:14]1(P([CH:14]2[CH2:19][CH2:18][CH2:17][CH2:16][CH2:15]2)[CH:14]2[CH2:19][CH2:18][CH2:17][CH2:16][CH2:15]2)[CH2:19][CH2:18][CH2:17][CH2:16][CH2:15]1.[CH3:35][C:30]1([CH3:36])[C:31]([CH3:34])([CH3:33])[O:32][B:28]([B:28]2[O:32][C:31]([CH3:34])([CH3:33])[C:30]([CH3:36])([CH3:35])[O:29]2)[O:29]1.[C:38]([O-:41])(=O)[CH3:39].[K+], predict the reaction product. (3) Given the reactants [Li][O:2][S:3]([C:5]1[CH:6]=[CH:7][C:8]([NH:11]C(=O)OC(C)(C)C)=[N:9][CH:10]=1)=[O:4].Br[C:20]1[CH:21]=[CH:22][C:23]([C:26]#[N:27])=[N:24][CH:25]=1, predict the reaction product. The product is: [NH2:11][C:8]1[N:9]=[CH:10][C:5]([S:3]([C:20]2[CH:21]=[CH:22][C:23]([C:26]#[N:27])=[N:24][CH:25]=2)(=[O:2])=[O:4])=[CH:6][CH:7]=1. (4) Given the reactants [N:1]([C:4]1[CH:9]=[C:8]([C:10]([O:12][CH3:13])=[O:11])[CH:7]=[CH:6][C:5]=1[C:14]([O:16]C)=O)=[C:2]=[S:3].[CH3:18][O:19][C:20]1[C:21]([NH2:28])=[N:22][CH:23]=[C:24]([O:26][CH3:27])[CH:25]=1, predict the reaction product. The product is: [CH3:18][O:19][C:20]1[C:21]([N:28]2[C:14](=[O:16])[C:5]3[C:4](=[CH:9][C:8]([C:10]([O:12][CH3:13])=[O:11])=[CH:7][CH:6]=3)[NH:1][C:2]2=[S:3])=[N:22][CH:23]=[C:24]([O:26][CH3:27])[CH:25]=1.